From a dataset of Catalyst prediction with 721,799 reactions and 888 catalyst types from USPTO. Predict which catalyst facilitates the given reaction. (1) Reactant: [CH2:1]([O:8][C:9]1[CH:18]=[CH:17][CH:16]=[C:15]2[C:10]=1[CH2:11][CH2:12][CH:13]([C:20]([O:22][CH3:23])=[O:21])[C:14]2=[O:19])[C:2]1[CH:7]=[CH:6][CH:5]=[CH:4][CH:3]=1.[BH4-].[Na+]. Product: [CH2:1]([O:8][C:9]1[CH:18]=[CH:17][CH:16]=[C:15]2[C:10]=1[CH2:11][CH2:12][CH:13]([C:20]([O:22][CH3:23])=[O:21])[CH:14]2[OH:19])[C:2]1[CH:3]=[CH:4][CH:5]=[CH:6][CH:7]=1. The catalyst class is: 5. (2) Reactant: O1CCCCC1[O:7][CH2:8][CH2:9][CH2:10][CH2:11][CH2:12][CH2:13][CH2:14][CH2:15][CH2:16][CH2:17][CH2:18][CH2:19][CH2:20][CH2:21][CH2:22][CH2:23][C:24]([O:26][CH2:27][CH3:28])=[O:25].CC1C=CC(S([O-])(=O)=O)=CC=1.C1C=C[NH+]=CC=1.CCO. Product: [OH:7][CH2:8][CH2:9][CH2:10][CH2:11][CH2:12][CH2:13][CH2:14][CH2:15][CH2:16][CH2:17][CH2:18][CH2:19][CH2:20][CH2:21][CH2:22][CH2:23][C:24]([O:26][CH2:27][CH3:28])=[O:25]. The catalyst class is: 25. (3) Reactant: [NH:1]1[CH2:6][CH2:5][NH:4][CH2:3][C:2]1=[O:7].Cl[C:9]1[CH:14]=[CH:13][C:12]([C:15]([F:18])([F:17])[F:16])=[CH:11][N:10]=1.CCN(C(C)C)C(C)C. Product: [F:16][C:15]([F:18])([F:17])[C:12]1[CH:13]=[CH:14][C:9]([N:4]2[CH2:5][CH2:6][NH:1][C:2](=[O:7])[CH2:3]2)=[N:10][CH:11]=1. The catalyst class is: 10. (4) Reactant: [F:1][C:2]1[CH:7]=[CH:6][CH:5]=[C:4]([F:8])[C:3]=1[NH:9][C:10]([CH:12]1[N:20]([C:21](=[O:43])[C@@H:22]([NH:29][C:30](=[O:42])[C@@H:31]([N:33](C)[C:34](=O)OC(C)(C)C)[CH3:32])[CH:23]2[CH2:28][CH2:27][O:26][CH2:25][CH2:24]2)[C:15]2=[N:16][CH:17]=[CH:18][CH:19]=[C:14]2[CH2:13]1)=[O:11].C(O)(C(F)(F)F)=O. Product: [F:8][C:4]1[CH:5]=[CH:6][CH:7]=[C:2]([F:1])[C:3]=1[NH:9][C:10]([C@H:12]1[N:20]([C:21](=[O:43])[C@@H:22]([NH:29][C:30](=[O:42])[C@@H:31]([NH:33][CH3:34])[CH3:32])[CH:23]2[CH2:24][CH2:25][O:26][CH2:27][CH2:28]2)[C:15]2=[N:16][CH:17]=[CH:18][CH:19]=[C:14]2[CH2:13]1)=[O:11]. The catalyst class is: 2. (5) Reactant: [N+:1]([O-])([O:3]C(=O)C)=[O:2].[O:8]1[C:12]2[CH:13]=[CH:14][CH:15]=[CH:16][C:11]=2[N:10]=[C:9]1[S:17][CH2:18][CH2:19][N:20]1[CH2:25][CH2:24][N:23]([CH2:26][C:27]([NH:29][C:30]2[C:35]([CH:36]([CH3:38])[CH3:37])=[CH:34][CH:33]=[C:32]([OH:39])[C:31]=2[CH:40]([CH3:42])[CH3:41])=[O:28])[CH2:22][CH2:21]1.C(=O)(O)[O-].[Na+]. Product: [O:8]1[C:12]2[CH:13]=[CH:14][CH:15]=[CH:16][C:11]=2[N:10]=[C:9]1[S:17][CH2:18][CH2:19][N:20]1[CH2:25][CH2:24][N:23]([CH2:26][C:27]([NH:29][C:30]2[C:35]([CH:36]([CH3:37])[CH3:38])=[CH:34][C:33]([N+:1]([O-:3])=[O:2])=[C:32]([OH:39])[C:31]=2[CH:40]([CH3:42])[CH3:41])=[O:28])[CH2:22][CH2:21]1. The catalyst class is: 47. (6) Reactant: [Cl:1][C:2]1[CH:23]=[CH:22][CH:21]=[C:20]([OH:24])[C:3]=1[CH2:4][CH:5]1[CH2:9][CH2:8][N:7]([C@@H:10]2[C:18]3[C:13](=[CH:14][CH:15]=[CH:16][CH:17]=3)[CH2:12][CH2:11]2)[C:6]1=[O:19].[CH2:25](Br)[C:26]#[CH:27].C(=O)([O-])[O-].[K+].[K+].O. Product: [Cl:1][C:2]1[CH:23]=[CH:22][CH:21]=[C:20]([O:24][CH2:27][C:26]#[CH:25])[C:3]=1[CH2:4][CH:5]1[CH2:9][CH2:8][N:7]([C@@H:10]2[C:18]3[C:13](=[CH:14][CH:15]=[CH:16][CH:17]=3)[CH2:12][CH2:11]2)[C:6]1=[O:19]. The catalyst class is: 9. (7) Reactant: CC1(C)OB([C:7]2[CH:8]=[N:9][C:10]([C:13]([F:16])([F:15])[F:14])=[N:11][CH:12]=2)OC1(C)C.Cl[C:21]1[CH:26]=[C:25]([C:27]([O:29][CH3:30])=[O:28])[C:24]([Cl:31])=[CH:23][N:22]=1.C(=O)([O-])[O-].[K+].[K+].O. Product: [Cl:31][C:24]1[C:25]([C:27]([O:29][CH3:30])=[O:28])=[CH:26][C:21]([C:7]2[CH:12]=[N:11][C:10]([C:13]([F:14])([F:15])[F:16])=[N:9][CH:8]=2)=[N:22][CH:23]=1. The catalyst class is: 75. (8) Product: [CH2:15]([C:5]1[C:6](=[O:14])[C:7]([CH3:26])=[C:8]([CH:11]([CH3:13])[CH3:12])[C:9](=[O:10])[C:4]=1[CH:1]([CH3:3])[CH3:2])[CH2:16][CH2:17][CH2:18][CH2:19][CH2:20][CH3:21]. The catalyst class is: 716. Reactant: [CH:1]([C:4]1[C:9](=[O:10])[C:8]([CH:11]([CH3:13])[CH3:12])=[CH:7][C:6](=[O:14])[C:5]=1[CH3:15])([CH3:3])[CH3:2].[C:16](O)(=O)[CH2:17][CH2:18][CH2:19][CH2:20][CH2:21]CC.[C:26](#N)C.S(OOS([O-])(=O)=O)([O-])(=O)=O.[K+].[K+]. (9) Reactant: [CH3:1][N:2]1[C:10]2[C:5](=[N:6][C:7]([C@@H:17]([NH2:19])[CH3:18])=[C:8]([C:11]3[N:15]([CH3:16])[N:14]=[CH:13][CH:12]=3)[CH:9]=2)[CH:4]=[CH:3]1.[Cl:20][C:21]1[N:26]=[C:25](Cl)[C:24]([F:28])=[CH:23][N:22]=1.C(N(C(C)C)C(C)C)C. Product: [Cl:20][C:21]1[N:26]=[C:25]([NH:19][C@H:17]([C:7]2[N:6]=[C:5]3[CH:4]=[CH:3][N:2]([CH3:1])[C:10]3=[CH:9][C:8]=2[C:11]2[N:15]([CH3:16])[N:14]=[CH:13][CH:12]=2)[CH3:18])[C:24]([F:28])=[CH:23][N:22]=1. The catalyst class is: 10.